This data is from Catalyst prediction with 721,799 reactions and 888 catalyst types from USPTO. The task is: Predict which catalyst facilitates the given reaction. (1) Reactant: [CH3:1][O:2][CH2:3][C@@H:4]([NH2:6])[CH3:5].[NH2:7][C:8]1[CH:15]=[C:14](F)[C:11]([C:12]#[N:13])=[CH:10][N:9]=1. Product: [NH2:7][C:8]1[CH:15]=[C:14]([NH:6][C@@H:4]([CH3:5])[CH2:3][O:2][CH3:1])[C:11]([C:12]#[N:13])=[CH:10][N:9]=1. The catalyst class is: 44. (2) Reactant: [CH3:1][O:2][C:3]([C:5]1[N:9]([CH2:10][C:11]2[CH:16]=[CH:15][C:14]([O:17][CH3:18])=[CH:13][CH:12]=2)[N:8]=[C:7]([N+:19]([O-])=O)[CH:6]=1)=[O:4]. Product: [CH3:1][O:2][C:3]([C:5]1[N:9]([CH2:10][C:11]2[CH:16]=[CH:15][C:14]([O:17][CH3:18])=[CH:13][CH:12]=2)[N:8]=[C:7]([NH2:19])[CH:6]=1)=[O:4]. The catalyst class is: 19. (3) Reactant: [N+:1]([C:4]1[S:8][C:7]([S:9]([N:12]2[CH2:17][CH2:16][N:15]([C:18]3[N:23]=[CH:22][C:21]([C:24]([OH:33])([C:29]([F:32])([F:31])[F:30])[C:25]([F:28])([F:27])[F:26])=[CH:20][N:19]=3)[C@@H:14]([CH2:34][N:35]([C:40]3[CH:45]=[CH:44][CH:43]=[CH:42][CH:41]=3)[S:36]([CH3:39])(=[O:38])=[O:37])[CH2:13]2)(=[O:11])=[O:10])=[CH:6][CH:5]=1)([O-])=O.C([O-])(O)=O.[Na+]. Product: [NH2:1][C:4]1[S:8][C:7]([S:9]([N:12]2[CH2:17][CH2:16][N:15]([C:18]3[N:23]=[CH:22][C:21]([C:24]([OH:33])([C:25]([F:28])([F:26])[F:27])[C:29]([F:32])([F:31])[F:30])=[CH:20][N:19]=3)[C@@H:14]([CH2:34][N:35]([C:40]3[CH:41]=[CH:42][CH:43]=[CH:44][CH:45]=3)[S:36]([CH3:39])(=[O:38])=[O:37])[CH2:13]2)(=[O:10])=[O:11])=[CH:6][CH:5]=1. The catalyst class is: 770. (4) Reactant: [CH3:1][C@@H:2]1[NH:23][C:22](=[O:24])[C@H:21]([CH3:25])[N:20]([CH3:26])[C:19](=[O:27])[C@H:18]2[N:14]([CH2:15][CH2:16][CH2:17]2)[C:13](=[O:28])[C@@H:12]([NH:29]C(=O)OCC2C=CC=CC=2)[CH2:11][O:10][C:9](=[O:40])[C@H:8]2[N:4]([CH2:5][CH2:6][CH2:7]2)[C:3]1=[O:41].[ClH:42]. Product: [Cl-:42].[CH3:1][C@@H:2]1[NH:23][C:22](=[O:24])[C@H:21]([CH3:25])[N:20]([CH3:26])[C:19](=[O:27])[C@H:18]2[N:14]([CH2:15][CH2:16][CH2:17]2)[C:13](=[O:28])[C@@H:12]([NH3+:29])[CH2:11][O:10][C:9](=[O:40])[C@H:8]2[N:4]([CH2:5][CH2:6][CH2:7]2)[C:3]1=[O:41]. The catalyst class is: 43. (5) Reactant: [Br-].C([P+]([C:20]1[CH:25]=[CH:24][CH:23]=[CH:22][CH:21]=1)([C:20]1[CH:25]=[CH:24][CH:23]=[CH:22][CH:21]=1)[C:20]1[CH:25]=[CH:24][CH:23]=[CH:22][CH:21]=1)CCCC.C([Li])CCC.CCCCCC.[Br:37][C:38]1[CH:39]=[N:40][CH:41]=[CH:42][C:43]=1C=O. Product: [Br:37][C:38]1[CH:39]=[N:40][CH:41]=[CH:42][C:43]=1[CH:21]=[CH:22][CH2:23][CH2:24][CH2:25][CH3:20]. The catalyst class is: 1. (6) Reactant: [CH:1]([C:3]1[CH:4]=[C:5]2[C:10](=[CH:11][CH:12]=1)[N:9]=[CH:8][C:7]([C:13]#[N:14])=[C:6]2[O:15][CH2:16][CH2:17][O:18][CH3:19])=O.COC1C=CC(/C=[C:35]2/[C:36]([NH:38][C:39]([S:41]/2)=[NH:40])=[O:37])=CC=1OC1CCCC1.C([O-])(=O)C.[Na+]. Product: [NH2:40][C:39]1[S:41]/[C:35](=[CH:1]\[C:3]2[CH:4]=[C:5]3[C:10](=[CH:11][CH:12]=2)[N:9]=[CH:8][C:7]([C:13]#[N:14])=[C:6]3[O:15][CH2:16][CH2:17][O:18][CH3:19])/[C:36](=[O:37])[N:38]=1. The catalyst class is: 15. (7) The catalyst class is: 4. Reactant: [CH2:1]([O:5][CH2:6][CH2:7][O:8][C:9]1[CH:14]=[CH:13][C:12]([C:15]2[CH:16]=[CH:17][C:18]3[N:24]([CH2:25][CH2:26][CH3:27])[CH2:23][CH2:22][C:21]([C:28]([NH:30][C:31]4[CH:36]=[CH:35][C:34]([S:37][CH2:38][C:39]5[N:43]([CH2:44][CH:45]([CH3:47])[CH3:46])[CH:42]=[N:41][N:40]=5)=[CH:33][CH:32]=4)=[O:29])=[CH:20][C:19]=3[CH:48]=2)=[CH:11][CH:10]=1)[CH2:2][CH2:3][CH3:4].ClC1C=CC=C(C(OO)=[O:57])C=1.S([O-])([O-])(=O)=S.[Na+].[Na+]. Product: [CH2:1]([O:5][CH2:6][CH2:7][O:8][C:9]1[CH:10]=[CH:11][C:12]([C:15]2[CH:16]=[CH:17][C:18]3[N:24]([CH2:25][CH2:26][CH3:27])[CH2:23][CH2:22][C:21]([C:28]([NH:30][C:31]4[CH:32]=[CH:33][C:34]([S:37]([CH2:38][C:39]5[N:43]([CH2:44][CH:45]([CH3:46])[CH3:47])[CH:42]=[N:41][N:40]=5)=[O:57])=[CH:35][CH:36]=4)=[O:29])=[CH:20][C:19]=3[CH:48]=2)=[CH:13][CH:14]=1)[CH2:2][CH2:3][CH3:4]. (8) Reactant: CS(O[CH2:6][C:7]1[CH:12]=[C:11]([C:13]2[CH:14]=[N:15][C:16]([C:19]([F:22])([F:21])[F:20])=[N:17][CH:18]=2)[N:10]=[C:9]([C:23]([F:26])([F:25])[F:24])[CH:8]=1)(=O)=O.[Na+].[I-].CN(C)C=O.[C:34]([O:38][C:39]([N-:41][C:42]([O:44][C:45]([CH3:48])([CH3:47])[CH3:46])=[O:43])=[O:40])([CH3:37])([CH3:36])[CH3:35].[K+]. Product: [C:45]([O:44][C:42]([N:41]([CH2:6][C:7]1[CH:12]=[C:11]([C:13]2[CH:14]=[N:15][C:16]([C:19]([F:20])([F:21])[F:22])=[N:17][CH:18]=2)[N:10]=[C:9]([C:23]([F:26])([F:24])[F:25])[CH:8]=1)[C:39](=[O:40])[O:38][C:34]([CH3:37])([CH3:36])[CH3:35])=[O:43])([CH3:48])([CH3:47])[CH3:46]. The catalyst class is: 170. (9) Reactant: O[C:2]1[CH:7]=[CH:6][C:5]([NH:8][C:9](=[O:15])[O:10][C:11]([CH3:14])([CH3:13])[CH3:12])=[C:4]([CH3:16])[CH:3]=1.C1(P(C2C=CC=CC=2)C2C=CC=CC=2)C=CC=CC=1.[Cl:36][C:37]1[CH:42]=[CH:41][CH:40]=[C:39]([Cl:43])[C:38]=1[C:44]1[C:48]([CH2:49][OH:50])=[C:47]([CH:51]([CH3:53])[CH3:52])[O:46][N:45]=1. Product: [C:11]([O:10][C:9](=[O:15])[N:8]([O:50][CH2:49][C:48]1[C:44]([C:38]2[C:37]([Cl:36])=[CH:42][CH:41]=[CH:40][C:39]=2[Cl:43])=[N:45][O:46][C:47]=1[CH:51]([CH3:53])[CH3:52])[C:5]1[CH:6]=[CH:7][CH:2]=[CH:3][C:4]=1[CH3:16])([CH3:14])([CH3:13])[CH3:12]. The catalyst class is: 4.